Dataset: Forward reaction prediction with 1.9M reactions from USPTO patents (1976-2016). Task: Predict the product of the given reaction. (1) Given the reactants Br[C:2]1[C:3]([O:32][CH3:33])=[CH:4][C:5]2[CH2:6][CH2:7][N:8]3[C:14]4[C:15](=[O:26])[N:16]([C:22]([CH3:25])([CH3:24])[CH3:23])[CH2:17][CH2:18][CH2:19][CH2:20][CH2:21][C:13]=4[C:12]([C:27]4[S:31][CH:30]=[N:29][CH:28]=4)=[C:9]3[C:10]=2[CH:11]=1.[N:34]1[CH:39]=[CH:38][CH:37]=[C:36](B(O)O)[CH:35]=1.C([O-])([O-])=O.[K+].[K+].[OH-].[Na+].Cl, predict the reaction product. The product is: [N:34]1[CH:39]=[CH:38][CH:37]=[C:36]([C:2]2[C:3]([O:32][CH3:33])=[CH:4][C:5]3[CH2:6][CH2:7][N:8]4[C:14]5[C:15](=[O:26])[N:16]([C:22]([CH3:24])([CH3:23])[CH3:25])[CH2:17][CH2:18][CH2:19][CH2:20][CH2:21][C:13]=5[C:12]([C:27]5[S:31][CH:30]=[N:29][CH:28]=5)=[C:9]4[C:10]=3[CH:11]=2)[CH:35]=1. (2) Given the reactants F[C:2]1[C:3]([O:12][C:13]2[CH:18]=[CH:17][C:16]([S:19]([CH2:22][CH3:23])(=[O:21])=[O:20])=[CH:15][CH:14]=2)=[CH:4][C:5]([N+:9]([O-])=O)=[C:6]([NH2:8])[CH:7]=1.[NH:24]1[CH2:28][CH2:27][CH2:26][CH:25]1[C@H:29]([OH:31])[CH3:30], predict the reaction product. The product is: [CH2:22]([S:19]([C:16]1[CH:17]=[CH:18][C:13]([O:12][C:3]2[C:2]([N:24]3[CH2:28][CH2:27][CH2:26][C@@H:25]3[C:29](=[O:31])[CH3:30])=[CH:7][C:6]3[NH:8][C:29]([CH:25]4[CH2:26][CH2:27][CH2:28][NH:24]4)=[N:9][C:5]=3[CH:4]=2)=[CH:14][CH:15]=1)(=[O:21])=[O:20])[CH3:23]. (3) Given the reactants Cl[C:2]1[N:7]=[C:6]([NH:8][CH:9]2[CH2:11][CH2:10]2)[N:5]=[C:4]([C:12]2[CH:17]=[CH:16][CH:15]=[C:14]([C:18]#[N:19])[CH:13]=2)[C:3]=1[C:20]#[N:21].[SH:22][CH2:23][C:24]([NH2:26])=[O:25].C(=O)([O-])[O-].[Na+].[Na+].[O-]CC.[Na+], predict the reaction product. The product is: [NH2:21][C:20]1[C:3]2[C:4]([C:12]3[CH:17]=[CH:16][CH:15]=[C:14]([C:18]#[N:19])[CH:13]=3)=[N:5][C:6]([NH:8][CH:9]3[CH2:11][CH2:10]3)=[N:7][C:2]=2[S:22][C:23]=1[C:24]([NH2:26])=[O:25]. (4) Given the reactants [Cl:1][C:2]1[CH:7]=[CH:6][CH:5]=[CH:4][C:3]=1[CH:8]([N:10]1[C:16]2[CH:17]=[C:18](B3OC(C)(C)C(C)(C)O3)[S:19][C:15]=2[C:14](=[O:29])[NH:13][CH2:12][CH2:11]1)[CH3:9].I[C:31]1[N:35]2[CH:36]=[CH:37][CH:38]=[CH:39][C:34]2=[N:33][CH:32]=1.C([O-])([O-])=O.[K+].[K+].O, predict the reaction product. The product is: [Cl:1][C:2]1[CH:7]=[CH:6][CH:5]=[CH:4][C:3]=1[CH:8]([N:10]1[C:16]2[CH:17]=[C:18]([C:31]3[N:35]4[CH:36]=[CH:37][CH:38]=[CH:39][C:34]4=[N:33][CH:32]=3)[S:19][C:15]=2[C:14](=[O:29])[NH:13][CH2:12][CH2:11]1)[CH3:9]. (5) Given the reactants [CH3:1][O:2][C:3]1[CH:4]=[C:5]2[C:10](=[CH:11][CH:12]=1)[CH:9]=[C:8]([CH2:13][N:14]1[CH:19]=[CH:18][CH:17]=[C:16]([C:20](O)=[O:21])[C:15]1=[O:23])[CH:7]=[CH:6]2.[NH2:24][C@@H:25]([CH2:33][CH2:34][CH2:35][NH:36][C:37]([NH:39][S:40]([C:43]1[C:44]([CH3:57])=[C:45]2[C:50](=[C:51]([CH3:54])[C:52]=1[CH3:53])[O:49][C:48]([CH3:56])([CH3:55])[CH2:47][CH2:46]2)(=[O:42])=[O:41])=[NH:38])[C:26]([O:28][C:29]([CH3:32])([CH3:31])[CH3:30])=[O:27].CN(C(ON1N=NC2C=CC=CC1=2)=[N+](C)C)C.F[P-](F)(F)(F)(F)F.CCN(C(C)C)C(C)C, predict the reaction product. The product is: [CH3:1][O:2][C:3]1[CH:4]=[C:5]2[C:10](=[CH:11][CH:12]=1)[CH:9]=[C:8]([CH2:13][N:14]1[CH:19]=[CH:18][CH:17]=[C:16]([C:20]([NH:24][C@@H:25]([CH2:33][CH2:34][CH2:35][NH:36][C:37]([NH:39][S:40]([C:43]3[C:44]([CH3:57])=[C:45]4[C:50](=[C:51]([CH3:54])[C:52]=3[CH3:53])[O:49][C:48]([CH3:56])([CH3:55])[CH2:47][CH2:46]4)(=[O:41])=[O:42])=[NH:38])[C:26]([O:28][C:29]([CH3:30])([CH3:31])[CH3:32])=[O:27])=[O:21])[C:15]1=[O:23])[CH:7]=[CH:6]2. (6) Given the reactants [C:1]([CH:3]([CH2:9][C:10]1[CH:15]=[CH:14][C:13]([O:16][CH3:17])=[C:12]([O:18][CH3:19])[CH:11]=1)[C:4]([O:6][CH2:7][CH3:8])=[O:5])#[N:2].C([O-])([O-])=O.[K+].[K+].[NH2:26][C:27]1[NH:32][C:31](=[O:33])[C:30]([N+:34]([O-:36])=[O:35])=[C:29](Cl)[N:28]=1, predict the reaction product. The product is: [NH2:26][C:27]1[NH:32][C:31](=[O:33])[C:30]([N+:34]([O-:36])=[O:35])=[C:29]([C:3]([C:1]#[N:2])([CH2:9][C:10]2[CH:15]=[CH:14][C:13]([O:16][CH3:17])=[C:12]([O:18][CH3:19])[CH:11]=2)[C:4]([O:6][CH2:7][CH3:8])=[O:5])[N:28]=1. (7) The product is: [C:3]([OH:54])([C:2]([F:46])([F:45])[F:1])=[O:49].[F:46][C:2]([F:1])([F:45])[C:3]1[N:7]([C:8]2[CH:13]=[CH:12][CH:11]=[C:10]([C:14]3[CH:19]=[CH:18][CH:17]=[CH:16][C:15]=3[O:20][CH2:21][C:22]3[CH:27]=[CH:26][C:25]([CH2:28][CH2:29][C:30]4[CH:35]=[CH:34][C:33]([C:36]([F:39])([F:37])[F:38])=[CH:32][CH:31]=4)=[CH:24][CH:23]=3)[N:9]=2)[N:6]=[CH:5][C:4]=1[C:40]([OH:42])=[O:41]. Given the reactants [F:1][C:2]([F:46])([F:45])[C:3]1[N:7]([C:8]2[CH:13]=[CH:12][CH:11]=[C:10]([C:14]3[CH:19]=[CH:18][CH:17]=[CH:16][C:15]=3[O:20][CH2:21][C:22]3[CH:27]=[CH:26][C:25](/[CH:28]=[CH:29]/[C:30]4[CH:35]=[CH:34][C:33]([C:36]([F:39])([F:38])[F:37])=[CH:32][CH:31]=4)=[CH:24][CH:23]=3)[N:9]=2)[N:6]=[CH:5][C:4]=1[C:40]([O:42]CC)=[O:41].[H][H].[OH-:49].[Li+].Cl.CC[O:54]C(C)=O, predict the reaction product. (8) Given the reactants Br[C:2]1[CH:10]=[CH:9][CH:8]=[CH:7][C:3]=1[C:4]([OH:6])=[O:5].[Li][CH2:12][CH2:13]CC.C(=O)C, predict the reaction product. The product is: [CH3:12][CH:13]1[C:2]2[CH:10]=[CH:9][CH:8]=[CH:7][C:3]=2[C:4](=[O:5])[O:6]1. (9) Given the reactants [Br:1][C:2]1[N:3]=[C:4]2[C:11](I)=[C:10]([C:13]3[CH:18]=[CH:17][C:16]([C:19]4([CH3:24])[O:23][CH2:22][CH2:21][O:20]4)=[CH:15][CH:14]=3)[N:9]([CH2:25][O:26][CH2:27][CH2:28][Si:29]([CH3:32])([CH3:31])[CH3:30])[C:5]2=[N:6][C:7]=1[CH3:8].[Li][CH2:34][CH2:35]CC.CI, predict the reaction product. The product is: [Br:1][C:2]1[N:3]=[C:4]2[C:11]([CH2:34][CH3:35])=[C:10]([C:13]3[CH:18]=[CH:17][C:16]([C:19]4([CH3:24])[O:23][CH2:22][CH2:21][O:20]4)=[CH:15][CH:14]=3)[N:9]([CH2:25][O:26][CH2:27][CH2:28][Si:29]([CH3:32])([CH3:31])[CH3:30])[C:5]2=[N:6][C:7]=1[CH3:8]. (10) Given the reactants [CH2:1]([C:13]1[CH:18]=[CH:17][C:16]([S:19](Cl)(=[O:21])=[O:20])=[CH:15][CH:14]=1)[CH2:2][CH2:3][CH2:4][CH2:5][CH2:6][CH2:7][CH2:8][CH2:9][CH2:10][CH2:11][CH3:12].[Br:23][CH2:24][CH2:25][CH2:26][CH2:27][CH2:28][C:29]1[S:33][C:32]([NH2:34])=[N:31][N:30]=1.Cl, predict the reaction product. The product is: [Br:23][CH2:24][CH2:25][CH2:26][CH2:27][CH2:28][C:29]1[S:33][C:32]([NH:34][S:19]([C:16]2[CH:17]=[CH:18][C:13]([CH2:1][CH2:2][CH2:3][CH2:4][CH2:5][CH2:6][CH2:7][CH2:8][CH2:9][CH2:10][CH2:11][CH3:12])=[CH:14][CH:15]=2)(=[O:21])=[O:20])=[N:31][N:30]=1.